Dataset: Full USPTO retrosynthesis dataset with 1.9M reactions from patents (1976-2016). Task: Predict the reactants needed to synthesize the given product. (1) Given the product [CH2:22]([CH:17]([CH2:18][CH2:19][CH2:20][CH3:21])[CH2:16][O:15][CH2:14][CH2:13][CH2:12][NH:11][C:2]1[CH:7]=[CH:6][C:5]([N+:8]([O-:10])=[O:9])=[CH:4][CH:3]=1)[CH3:23], predict the reactants needed to synthesize it. The reactants are: F[C:2]1[CH:7]=[CH:6][C:5]([N+:8]([O-:10])=[O:9])=[CH:4][CH:3]=1.[NH2:11][CH2:12][CH2:13][CH2:14][O:15][CH2:16][CH:17]([CH2:22][CH3:23])[CH2:18][CH2:19][CH2:20][CH3:21].C([O-])([O-])=O.[K+].[K+]. (2) Given the product [CH3:1][O:2][C:3]1[CH:4]=[C:5]2[C:9](=[CH:10][CH:11]=1)[N:8]([CH3:12])[CH:7]=[C:6]2[C:13]1[N:22]([CH2:23][O:24][CH2:25][CH2:26][Si:27]([CH3:29])([CH3:28])[CH3:30])[C:16]2[N:17]=[CH:18][C:19]3[N:20]([CH:32]=[CH:33][N:21]=3)[C:15]=2[CH:14]=1, predict the reactants needed to synthesize it. The reactants are: [CH3:1][O:2][C:3]1[CH:4]=[C:5]2[C:9](=[CH:10][CH:11]=1)[N:8]([CH3:12])[CH:7]=[C:6]2[C:13]1[N:22]([CH2:23][O:24][CH2:25][CH2:26][Si:27]([CH3:30])([CH3:29])[CH3:28])[C:16]2=[N:17][CH:18]=[C:19]([NH2:21])[N:20]=[C:15]2[CH:14]=1.Cl[CH2:32][CH:33]=O.